From a dataset of Forward reaction prediction with 1.9M reactions from USPTO patents (1976-2016). Predict the product of the given reaction. (1) Given the reactants [Cl:1][C:2]1[C:7]([Cl:8])=[CH:6][CH:5]=[CH:4][C:3]=1[S:9]([N:12]([C:21]1[C:26]([O:27][CH3:28])=[N:25][C:24]([S:29][CH2:30][CH:31](Cl)[C:32]2[O:33][CH:34]=[CH:35][N:36]=2)=[CH:23][N:22]=1)[CH2:13][O:14][CH2:15][CH2:16][Si:17]([CH3:20])([CH3:19])[CH3:18])(=[O:11])=[O:10].[N-:38]=[N+:39]=[N-:40].[Na+], predict the reaction product. The product is: [N:38]([CH:31]([C:32]1[O:33][CH:34]=[CH:35][N:36]=1)[CH2:30][S:29][C:24]1[N:25]=[C:26]([O:27][CH3:28])[C:21]([N:12]([CH2:13][O:14][CH2:15][CH2:16][Si:17]([CH3:19])([CH3:18])[CH3:20])[S:9]([C:3]2[CH:4]=[CH:5][CH:6]=[C:7]([Cl:8])[C:2]=2[Cl:1])(=[O:10])=[O:11])=[N:22][CH:23]=1)=[N+:39]=[N-:40]. (2) The product is: [CH2:25]([NH:31][C:16]1[CH:21]=[CH:20][CH:19]=[CH:18][C:17]=1[N+:22]([O-:24])=[O:23])[CH2:26][CH2:27][CH2:28][CH2:29][CH3:30]. Given the reactants CC([O-])(C)C.[Na+].[O-]P([O-])([O-])=O.[K+].[K+].[K+].Cl[C:16]1[CH:21]=[CH:20][CH:19]=[CH:18][C:17]=1[N+:22]([O-:24])=[O:23].[CH2:25]([NH2:31])[CH2:26][CH2:27][CH2:28][CH2:29][CH3:30], predict the reaction product. (3) Given the reactants [Br:1][C:2]1[CH:10]=[C:9]([C:11]([F:14])([F:13])[F:12])[CH:8]=[C:7]2[C:3]=1[CH2:4][CH2:5][NH:6]2.[CH2:15]([N:17]([CH2:20]C)[CH2:18]C)[CH3:16].ClC(O[C:27](=O)[O:28][C:29](Cl)(Cl)Cl)(Cl)Cl.C(=O)([O-])[OH:35].[Na+], predict the reaction product. The product is: [CH:27]12[CH2:16][CH:15]([N:17]([C:20]([N:6]3[C:7]4[C:3](=[C:2]([Br:1])[CH:10]=[C:9]([C:11]([F:12])([F:13])[F:14])[CH:8]=4)[CH2:4][CH2:5]3)=[O:35])[CH2:18]1)[CH2:29][O:28]2. (4) Given the reactants C1(CCN2C3C(=CC=CC=3)C(O)(C3C(O)=CC4OCOC=4C=3)C2=O)CC1.[Br:27][C:28]1[CH:36]=[CH:35][CH:34]=[C:33]2[C:29]=1[C:30](O)([C:38]1[C:39]([OH:47])=[CH:40][C:41]3[O:45][CH2:44][CH2:43][C:42]=3[CH:46]=1)[C:31](=[O:37])[NH:32]2, predict the reaction product. The product is: [Br:27][C:28]1[CH:36]=[CH:35][CH:34]=[C:33]2[C:29]=1[CH:30]([C:38]1[C:39]([OH:47])=[CH:40][C:41]3[O:45][CH2:44][CH2:43][C:42]=3[CH:46]=1)[C:31](=[O:37])[NH:32]2. (5) The product is: [Br:20][C:21]1[CH:29]=[CH:28][C:27]([Br:30])=[CH:26][C:22]=1[C:23](=[O:24])[CH2:7][CH2:8][CH2:9][CH2:10][CH2:11][CH2:12][CH2:13][CH2:14][CH2:15][CH3:16]. Given the reactants C([Li])(C)(C)C.I[CH2:7][CH2:8][CH2:9][CH2:10][CH2:11][CH2:12][CH2:13][CH2:14][CH2:15][CH3:16].[Cu]C#N.[Br:20][C:21]1[CH:29]=[CH:28][C:27]([Br:30])=[CH:26][C:22]=1[C:23](Cl)=[O:24], predict the reaction product. (6) Given the reactants [C:1]([OH:8])(=[O:7])/[CH:2]=[CH:3]/[C:4](O)=O.C(O)(=O)C[CH2:11][CH2:12][CH2:13][C:14]([OH:16])=[O:15], predict the reaction product. The product is: [C:14]([OH:16])(=[O:15])[C:13]1[CH:12]=[CH:11][C:2]([C:1]([OH:8])=[O:7])=[CH:3][CH:4]=1. (7) Given the reactants C(C1C(=O)C(Cl)=C(Cl)C(=O)C=1C#N)#N.[Br:15][C:16]1[CH:17]=[C:18]2[CH2:24][CH2:23][N:22]([Si:25]([C:28]([CH3:31])([CH3:30])[CH3:29])([CH3:27])[CH3:26])[C:19]2=[N:20][CH:21]=1.C([O-])(O)=O.[Na+], predict the reaction product. The product is: [Br:15][C:16]1[CH:17]=[C:18]2[CH:24]=[CH:23][N:22]([Si:25]([C:28]([CH3:31])([CH3:30])[CH3:29])([CH3:26])[CH3:27])[C:19]2=[N:20][CH:21]=1. (8) Given the reactants [CH:1]1([N:5]2[CH2:10][CH2:9][CH:8]([O:11][C:12]3[CH:17]=[CH:16][C:15]([CH:18]=[CH:19][C:20]([N:22]4[CH2:27][CH2:26][O:25][CH2:24][CH2:23]4)=[O:21])=[CH:14][CH:13]=3)[CH2:7][CH2:6]2)[CH2:4][CH2:3][CH2:2]1.[C:28]([OH:35])(=[O:34])/[CH:29]=[CH:30]/[C:31]([OH:33])=[O:32], predict the reaction product. The product is: [C:28]([OH:35])(=[O:34])/[CH:29]=[CH:30]/[C:31]([OH:33])=[O:32].[CH:1]1([N:5]2[CH2:10][CH2:9][CH:8]([O:11][C:12]3[CH:13]=[CH:14][C:15]([CH:18]=[CH:19][C:20]([N:22]4[CH2:27][CH2:26][O:25][CH2:24][CH2:23]4)=[O:21])=[CH:16][CH:17]=3)[CH2:7][CH2:6]2)[CH2:2][CH2:3][CH2:4]1. (9) Given the reactants [Br:1][C:2]1[C:3](=[O:18])[CH:4]2[CH:8]([C:9]=1[C:10]1[CH:15]=[CH:14][C:13]([O:16]C)=[CH:12][CH:11]=1)[CH2:7][CH2:6][CH2:5]2.CCCCCCC.CC(O)C.C(O)(C(F)(F)F)=O, predict the reaction product. The product is: [Br:1][C:2]1[C:3](=[O:18])[C@H:4]2[C@@H:8]([C:9]=1[C:10]1[CH:15]=[CH:14][C:13]([OH:16])=[CH:12][CH:11]=1)[CH2:7][CH2:6][CH2:5]2.